From a dataset of Merck oncology drug combination screen with 23,052 pairs across 39 cell lines. Regression. Given two drug SMILES strings and cell line genomic features, predict the synergy score measuring deviation from expected non-interaction effect. Drug 1: CN1C(=O)C=CC2(C)C3CCC4(C)C(NC(=O)OCC(F)(F)F)CCC4C3CCC12. Drug 2: NC1(c2ccc(-c3nc4ccn5c(=O)[nH]nc5c4cc3-c3ccccc3)cc2)CCC1. Cell line: ES2. Synergy scores: synergy=-5.85.